From a dataset of Forward reaction prediction with 1.9M reactions from USPTO patents (1976-2016). Predict the product of the given reaction. (1) Given the reactants BrC1C=CC2N[C:7]3[C:12]([O:13]C=2C=1)=[CH:11][C:10](Br)=[CH:9][CH:8]=3.B1(B2[O:30][C:29]([CH3:32])(C)[C:28]([CH3:34])([CH3:33])O2)O[C:28]([CH3:34])([CH3:33])[C:29](C)([CH3:32])[O:30]1.[C:35]([O-])(=[O:37])[CH3:36].[K+].CN(C=[O:44])C, predict the reaction product. The product is: [OH:13][C:12]1[CH:11]=[CH:10][C:9]2[C:34](=[O:44])[C:28]3[C:29]([O:30][C:8]=2[CH:7]=1)=[CH:32][C:35]([OH:37])=[CH:36][CH:33]=3. (2) Given the reactants Br[C:2]1[O:3][C:4]2[C:24]([O:25]C(=O)C)=[C:23]([O:29][CH3:30])[CH:22]=[CH:21][C:5]=2[C:6]=1[C:7](=[O:20])[C:8]1[CH:13]=[C:12]([O:14][CH3:15])[C:11]([O:16][CH3:17])=[C:10]([O:18][CH3:19])[CH:9]=1.[CH2:31]([NH2:38])[C:32]1[CH:37]=[CH:36][CH:35]=[CH:34][CH:33]=1, predict the reaction product. The product is: [CH2:31]([NH:38][C:2]1[O:3][C:4]2[C:24]([OH:25])=[C:23]([O:29][CH3:30])[CH:22]=[CH:21][C:5]=2[C:6]=1[C:7]([C:8]1[CH:9]=[C:10]([O:18][CH3:19])[C:11]([O:16][CH3:17])=[C:12]([O:14][CH3:15])[CH:13]=1)=[O:20])[C:32]1[CH:37]=[CH:36][CH:35]=[CH:34][CH:33]=1. (3) Given the reactants [F:1][C:2]([F:21])([F:20])[C:3]1[CH:4]=[C:5]([CH:17]=[CH:18][CH:19]=1)[O:6][C:7]1[CH:8]=[C:9]([CH:14]=[CH:15][CH:16]=1)[C:10](OC)=[O:11].O.[NH2:23][NH2:24], predict the reaction product. The product is: [F:1][C:2]([F:21])([F:20])[C:3]1[CH:4]=[C:5]([CH:17]=[CH:18][CH:19]=1)[O:6][C:7]1[CH:16]=[CH:15][CH:14]=[C:9]([C:10]([NH:23][NH2:24])=[O:11])[CH:8]=1. (4) The product is: [NH2:1][C:2]1[C:7]2=[N:8][CH:9]=[C:10]([C@@H:11]3[O:15][C@H:14]([CH:16]=[O:17])[C@@H:13]([O:18][Si:19]([C:22]([CH3:25])([CH3:24])[CH3:23])([CH3:20])[CH3:21])[CH2:12]3)[N:6]2[N:5]=[CH:4][N:3]=1. Given the reactants [NH2:1][C:2]1[C:7]2=[N:8][CH:9]=[C:10]([C@@H:11]3[O:15][C@H:14]([CH2:16][OH:17])[C@@H:13]([O:18][Si:19]([C:22]([CH3:25])([CH3:24])[CH3:23])([CH3:21])[CH3:20])[CH2:12]3)[N:6]2[N:5]=[CH:4][N:3]=1, predict the reaction product. (5) Given the reactants BrCCBr.II.[Mg].[CH2:8]([N:15]1[CH2:20][CH2:19][CH:18](Br)[CH2:17][CH2:16]1)[C:9]1[CH:14]=[CH:13]C=CC=1.C[C:23]1[S:27][C:26]([CH:28]=O)=[CH:25][CH:24]=1.[Cl-].[NH4+].ClC(OC(Cl)C)=[O:34].C(N(CC)CC)C.C1(C(Cl)=O)CC1, predict the reaction product. The product is: [CH:9]1([C:8]([N:15]2[CH2:16][CH2:17][CH:18]([C:23]3[S:27][C:26]([CH3:28])=[CH:25][CH:24]=3)[CH2:19][CH2:20]2)=[O:34])[CH2:14][CH2:13]1.